Dataset: Full USPTO retrosynthesis dataset with 1.9M reactions from patents (1976-2016). Task: Predict the reactants needed to synthesize the given product. (1) Given the product [F:1][C:2]1[CH:7]=[CH:6][C:5]([N:8]2[C:12]([C:13]3[CH:18]=[C:17]([CH2:19][O:20][C@H:21]([CH3:26])[C:22]([F:24])([F:25])[F:23])[CH:16]=[C:15]([F:27])[CH:14]=3)=[CH:11][C:10]([NH:28][C:35]([C@H:33]3[CH2:32][NH:31][C:30](=[O:29])[NH:34]3)=[O:36])=[N:9]2)=[CH:4][CH:3]=1, predict the reactants needed to synthesize it. The reactants are: [F:1][C:2]1[CH:7]=[CH:6][C:5]([N:8]2[C:12]([C:13]3[CH:18]=[C:17]([CH2:19][O:20][C@H:21]([CH3:26])[C:22]([F:25])([F:24])[F:23])[CH:16]=[C:15]([F:27])[CH:14]=3)=[CH:11][C:10]([NH2:28])=[N:9]2)=[CH:4][CH:3]=1.[O:29]=[C:30]1[NH:34][C@@H:33]([C:35](O)=[O:36])[CH2:32][NH:31]1.CCN=C=NCCCN(C)C.Cl. (2) Given the product [CH3:1][N:2]1[CH2:6][CH2:5][N:4]([CH2:42][C:33]2[N:34]=[C:35]([C:38]([F:41])([F:39])[F:40])[CH:36]=[CH:37][C:32]=2[C:31]([OH:44])=[O:30])[C:3]1=[O:7], predict the reactants needed to synthesize it. The reactants are: [CH3:1][N:2]1[CH2:6][CH2:5][NH:4][C:3]1=[O:7].[OH-].[K+].O1CCOCCOCCOCCOCCOCC1.C([O:30][C:31](=[O:44])[C:32]1[CH:37]=[CH:36][C:35]([C:38]([F:41])([F:40])[F:39])=[N:34][C:33]=1[CH2:42]Cl)C. (3) Given the product [CH3:1][O:2][C:3](=[O:16])[C:4]1[CH:9]=[CH:8][C:7]([CH2:10][O:11][S:25]([CH3:24])(=[O:27])=[O:26])=[CH:6][C:5]=1[NH:12][C:13](=[O:15])[CH3:14], predict the reactants needed to synthesize it. The reactants are: [CH3:1][O:2][C:3](=[O:16])[C:4]1[CH:9]=[CH:8][C:7]([CH2:10][OH:11])=[CH:6][C:5]=1[NH:12][C:13](=[O:15])[CH3:14].CCN(CC)CC.[CH3:24][S:25](Cl)(=[O:27])=[O:26]. (4) Given the product [OH:11][CH2:10][C@@H:7]1[O:6][CH2:5][C@H:4]([CH2:3][O:2][CH3:1])[N:9]([C:18]([O:20][C:21]([CH3:24])([CH3:23])[CH3:22])=[O:19])[CH2:8]1, predict the reactants needed to synthesize it. The reactants are: [CH3:1][O:2][CH2:3][C@@H:4]1[NH:9][CH2:8][C@H:7]([CH2:10][OH:11])[O:6][CH2:5]1.O.C(=O)([O-])O.[Na+].[C:18](O[C:18]([O:20][C:21]([CH3:24])([CH3:23])[CH3:22])=[O:19])([O:20][C:21]([CH3:24])([CH3:23])[CH3:22])=[O:19]. (5) Given the product [N:9]([C:8]1[CH:7]=[C:6]([C:5]2[O:1][CH:2]=[N:3][CH:4]=2)[CH:12]=[CH:11][CH:10]=1)=[C:13]=[S:14], predict the reactants needed to synthesize it. The reactants are: [O:1]1[C:5]([C:6]2[CH:7]=[C:8]([CH:10]=[CH:11][CH:12]=2)[NH2:9])=[CH:4][N:3]=[CH:2]1.[C:13](Cl)(Cl)=[S:14].